From a dataset of Full USPTO retrosynthesis dataset with 1.9M reactions from patents (1976-2016). Predict the reactants needed to synthesize the given product. (1) Given the product [F:29][C:27]([F:28])([F:30])[S:24]([O:23][C:20]1[CH:21]=[CH:22][C:16]2[O:15][CH2:14][CH:33]([CH2:34][NH:35][CH2:22][CH2:16][O:15][CH3:14])[O:32][C:31]=2[CH:19]=1)(=[O:25])=[O:26], predict the reactants needed to synthesize it. The reactants are: CC1C=CC(S(OCC2OC3[CH:19]=[C:20]([O:23][S:24]([C:27]([F:30])([F:29])[F:28])(=[O:26])=[O:25])[CH:21]=[CH:22][C:16]=3[O:15][CH2:14]2)(=O)=O)=CC=1.[CH3:31][O:32][CH2:33][CH2:34][NH2:35]. (2) Given the product [O:12]=[C:11]1[NH:13][C:6]([C:5]([Cl:3])=[O:15])=[CH:7][C:8](=[O:9])[NH:10]1, predict the reactants needed to synthesize it. The reactants are: S(Cl)([Cl:3])=O.[C:5]([OH:15])(=O)[C:6]1[NH:13][C:11](=[O:12])[NH:10][C:8](=[O:9])[CH:7]=1.